From a dataset of Reaction yield outcomes from USPTO patents with 853,638 reactions. Predict the reaction yield, written as a fraction of the theoretical maximum amount of product (1.0 means a 100% yield; for example, 0.34 means a 34% yield). (1) The yield is 0.579. The product is [F:21][C:15]1[CH:16]=[C:17]([F:20])[CH:18]=[CH:19][C:14]=1[C@@:3]([NH:2][C:40]([NH:39][C:31](=[O:38])[C:32]1[CH:33]=[CH:34][CH:35]=[CH:36][CH:37]=1)=[S:41])([CH2:4][C@@H:5]([OH:6])[C:7]1[CH:8]=[N:9][CH:10]=[N:11][CH:12]=1)[CH3:13]. The catalyst is C(Cl)Cl. The reactants are Cl.[NH2:2][C@@:3]([C:14]1[CH:19]=[CH:18][C:17]([F:20])=[CH:16][C:15]=1[F:21])([CH3:13])[CH2:4][C@H:5]([C:7]1[CH:8]=[N:9][CH:10]=[N:11][CH:12]=1)[OH:6].CCN(C(C)C)C(C)C.[C:31]([N:39]=[C:40]=[S:41])(=[O:38])[C:32]1[CH:37]=[CH:36][CH:35]=[CH:34][CH:33]=1. (2) The reactants are [Cl:1][C:2]1[C:3]2[CH:10]=[CH:9][NH:8][C:4]=2[N:5]=[CH:6][N:7]=1.O[C@H:12]1[CH2:17][CH2:16][CH2:15][N:14]([C:18]([O:20][C:21]([CH3:24])([CH3:23])[CH3:22])=[O:19])[CH2:13]1.C1C=CC(P(C2C=CC=CC=2)C2C=CC=CC=2)=CC=1.CCOC(/N=N/C(OCC)=O)=O. The catalyst is C1COCC1. The product is [Cl:1][C:2]1[C:3]2[CH:10]=[CH:9][N:8]([C@@H:16]3[CH2:17][CH2:12][CH2:13][N:14]([C:18]([O:20][C:21]([CH3:24])([CH3:23])[CH3:22])=[O:19])[CH2:15]3)[C:4]=2[N:5]=[CH:6][N:7]=1. The yield is 0.100. (3) The reactants are [Cl:1][C:2]1[N:7]=[C:6]([N:8]2[CH2:13][CH2:12][CH:11]([C:14]([O:16][CH3:17])=[O:15])[CH2:10][CH2:9]2)[CH:5]=[CH:4][C:3]=1[I:18].[Cl:19]N1C(=O)CCC1=O. The catalyst is CC#N. The product is [Cl:19][C:5]1[C:6]([N:8]2[CH2:13][CH2:12][CH:11]([C:14]([O:16][CH3:17])=[O:15])[CH2:10][CH2:9]2)=[N:7][C:2]([Cl:1])=[C:3]([I:18])[CH:4]=1. The yield is 0.0750. (4) The reactants are [I:1][C:2]1[CH:7]=[CH:6][C:5]([NH:8][C:9]([NH:11][C:12]2[CH:17]=[CH:16][C:15]([CH3:18])=[CH:14][CH:13]=2)=[S:10])=[CH:4][CH:3]=1.BrBr.S(=O)(O)O.[OH-].[NH4+]. The catalyst is C(Cl)(Cl)Cl. The product is [I:1][C:2]1[CH:7]=[CH:6][C:5]([NH:8][C:9]2[S:10][C:17]3[CH:16]=[C:15]([CH3:18])[CH:14]=[CH:13][C:12]=3[N:11]=2)=[CH:4][CH:3]=1. The yield is 0.970. (5) The reactants are [OH:1][CH:2]1[CH2:7][CH2:6][CH:5]([N:8]([CH3:16])[C:9](=[O:15])[O:10][C:11]([CH3:14])([CH3:13])[CH3:12])[CH2:4][CH2:3]1.[H-].[Na+].Cl[C:20]1[N:21]=[CH:22][N:23]=[C:24]2[C:31]=1[C:30]1[CH2:29][CH2:28][CH2:27][C:26]=1[S:25]2. The catalyst is C1COCC1. The product is [CH3:16][N:8]([CH:5]1[CH2:6][CH2:7][CH:2]([O:1][C:20]2[N:21]=[CH:22][N:23]=[C:24]3[C:31]=2[C:30]2[CH2:29][CH2:28][CH2:27][C:26]=2[S:25]3)[CH2:3][CH2:4]1)[C:9](=[O:15])[O:10][C:11]([CH3:12])([CH3:13])[CH3:14]. The yield is 0.740. (6) The reactants are [CH2:1]([O:3][CH:4]([O:7][CH2:8][CH3:9])[C:5]#[N:6])[CH3:2].[N+:10]([CH2:12][C:13]([O:15][CH3:16])=[O:14])#[C-:11].[NH4+].[Cl-].C(Cl)Cl. The catalyst is COCCOCCOC. The product is [CH2:1]([O:3][CH:4]([O:7][CH2:8][CH3:9])[C:5]1[N:6]=[CH:11][NH:10][C:12]=1[C:13]([O:15][CH3:16])=[O:14])[CH3:2]. The yield is 0.260. (7) The reactants are [Br:1][C:2]1[CH:7]=[C:6]([NH2:8])[CH:5]=[C:4]([Br:9])[N:3]=1.[N+:10]([O-])([OH:12])=[O:11]. The catalyst is S(=O)(=O)(O)O. The product is [Br:1][C:2]1[C:7]([N+:10]([O-:12])=[O:11])=[C:6]([NH2:8])[CH:5]=[C:4]([Br:9])[N:3]=1. The yield is 0.910. (8) The reactants are [CH:1]1[C:14]2[C:5](=[N:6][C:7]3[C:12]([N:13]=2)=[CH:11][CH:10]=[CH:9][CH:8]=3)[CH:4]=[CH:3][C:2]=1[C:15]([OH:17])=O.Cl.Cl.[NH2:20][CH:21]1[CH:26]2[CH2:27][CH2:28][N:23]([CH2:24][CH2:25]2)[CH2:22]1. No catalyst specified. The product is [N:23]12[CH2:28][CH2:27][CH:26]([CH2:25][CH2:24]1)[CH:21]([NH:20][C:15]([C:2]1[CH:3]=[CH:4][C:5]3[C:14](=[N:13][C:12]4[C:7]([N:6]=3)=[CH:8][CH:9]=[CH:10][CH:11]=4)[CH:1]=1)=[O:17])[CH2:22]2. The yield is 0.250.